Dataset: Full USPTO retrosynthesis dataset with 1.9M reactions from patents (1976-2016). Task: Predict the reactants needed to synthesize the given product. (1) Given the product [CH3:1][O:2][C:3]([C:5]1[C:6]([OH:30])=[C:7]2[C:12](=[C:13]([Br:31])[N:14]=1)[N:11]([CH2:15][CH2:16][C:17]1[CH:18]=[CH:19][CH:20]=[CH:21][CH:22]=1)[C:10](=[O:23])[C:9]([C:24]1[CH:25]=[CH:26][CH:27]=[CH:28][CH:29]=1)=[CH:8]2)=[O:4], predict the reactants needed to synthesize it. The reactants are: [CH3:1][O:2][C:3]([C:5]1[C:6]([OH:30])=[C:7]2[C:12](=[CH:13][N:14]=1)[N:11]([CH2:15][CH2:16][C:17]1[CH:22]=[CH:21][CH:20]=[CH:19][CH:18]=1)[C:10](=[O:23])[C:9]([C:24]1[CH:29]=[CH:28][CH:27]=[CH:26][CH:25]=1)=[CH:8]2)=[O:4].[Br:31]N1C(=O)CCC1=O. (2) Given the product [ClH:1].[NH:2]1[C:6]2[CH:7]=[CH:8][CH:9]=[CH:10][C:5]=2[N:4]=[C:3]1[C@H:11]([NH:21][C:27]([NH:26][CH2:25][CH2:24][O:23][CH3:22])=[O:28])[CH2:12][C:13]1[CH:18]=[CH:17][C:16]([O:19][CH3:20])=[CH:15][CH:14]=1, predict the reactants needed to synthesize it. The reactants are: [ClH:1].[NH:2]1[C:6]2[CH:7]=[CH:8][CH:9]=[CH:10][C:5]=2[N:4]=[C:3]1[C@H:11]([NH2:21])[CH2:12][C:13]1[CH:18]=[CH:17][C:16]([O:19][CH3:20])=[CH:15][CH:14]=1.[CH3:22][O:23][CH2:24][CH2:25][NH2:26].[C:27](O)(C(F)(F)F)=[O:28].